This data is from Full USPTO retrosynthesis dataset with 1.9M reactions from patents (1976-2016). The task is: Predict the reactants needed to synthesize the given product. (1) Given the product [CH3:10][S:9][C:7]1[N:6]=[CH:5][CH:4]=[C:3]([C:1]2[S:14][C:13]3[CH:15]=[CH:16][CH:17]=[CH:18][C:12]=3[C:11](=[O:19])[N:2]=2)[N:8]=1, predict the reactants needed to synthesize it. The reactants are: [C:1]([C:3]1[N:8]=[C:7]([S:9][CH3:10])[N:6]=[CH:5][CH:4]=1)#[N:2].[C:11](OC)(=[O:19])[C:12]1[C:13](=[CH:15][CH:16]=[CH:17][CH:18]=1)[SH:14].C(N(CC)CC)C. (2) Given the product [CH2:21]([N:28]1[CH:6]2[CH2:5][CH2:13][CH:11]1[CH2:10][C:3](=[O:4])[CH2:7]2)[C:22]1[CH:27]=[CH:26][CH:25]=[CH:24][CH:23]=1, predict the reactants needed to synthesize it. The reactants are: CO[CH:3]1[CH2:7][CH2:6][CH:5](OC)[O:4]1.[CH3:10][C:11]([CH3:13])=O.C(O)=O.C(O)=O.Cl.[CH2:21]([NH2:28])[C:22]1[CH:27]=[CH:26][CH:25]=[CH:24][CH:23]=1.C([O-])(=O)C.[Na+].[OH-].[Na+]. (3) Given the product [OH:13][CH:14]([CH3:51])[C:15]([CH3:49])([CH3:50])[O:16][C:17]1[CH:22]=[CH:21][C:20]([N:23]2[C:28](=[O:29])[C:27]([CH2:30][C:31]3[CH:36]=[CH:35][C:34]([C:37]4[CH:42]=[CH:41][CH:40]=[CH:39][C:38]=4[C:43]4[NH:3][C:4](=[O:7])[O:5][N:44]=4)=[CH:33][CH:32]=3)=[C:26]([CH2:45][CH2:46][CH3:47])[N:25]=[C:24]2[CH3:48])=[CH:19][CH:18]=1, predict the reactants needed to synthesize it. The reactants are: [Cl-].O[NH3+:3].[C:4](=[O:7])([O-])[OH:5].[Na+].CS(C)=O.[OH:13][CH:14]([CH3:51])[C:15]([CH3:50])([CH3:49])[O:16][C:17]1[CH:22]=[CH:21][C:20]([N:23]2[C:28](=[O:29])[C:27]([CH2:30][C:31]3[CH:36]=[CH:35][C:34]([C:37]4[C:38]([C:43]#[N:44])=[CH:39][CH:40]=[CH:41][CH:42]=4)=[CH:33][CH:32]=3)=[C:26]([CH2:45][CH2:46][CH3:47])[N:25]=[C:24]2[CH3:48])=[CH:19][CH:18]=1. (4) Given the product [C:6]([S:3]([N:2]([CH2:39][CH:38]=[CH2:37])[CH3:1])(=[O:5])=[O:4])([C:7]([C:8]([C:9]([C:10]([C:11]([C:12]([C:13]([F:16])([F:15])[F:14])([F:18])[F:17])([F:19])[F:20])([F:21])[F:22])([F:23])[F:24])([F:25])[F:26])([F:27])[F:28])([F:30])[F:29], predict the reactants needed to synthesize it. The reactants are: [CH3:1][NH:2][S:3]([C:6]([F:30])([F:29])[C:7]([F:28])([F:27])[C:8]([F:26])([F:25])[C:9]([F:24])([F:23])[C:10]([F:22])([F:21])[C:11]([F:20])([F:19])[C:12]([F:18])([F:17])[C:13]([F:16])([F:15])[F:14])(=[O:5])=[O:4].CS(C)=O.[OH-].[K+].[CH2:37](Br)[CH:38]=[CH2:39].